Predict the product of the given reaction. From a dataset of Forward reaction prediction with 1.9M reactions from USPTO patents (1976-2016). (1) Given the reactants [N:1]([C:4]1[N:9]=[C:8]([N:10]2[CH2:15][CH2:14][O:13][CH2:12][CH2:11]2)[N:7]=[C:6]([O:16][CH2:17][C:18]([CH3:21])([OH:20])[CH3:19])[CH:5]=1)=[N+]=[N-], predict the reaction product. The product is: [NH2:1][C:4]1[N:9]=[C:8]([N:10]2[CH2:15][CH2:14][O:13][CH2:12][CH2:11]2)[N:7]=[C:6]([O:16][CH2:17][C:18]([CH3:21])([OH:20])[CH3:19])[CH:5]=1. (2) Given the reactants CC([Si](C)(C)[O:6][C@H:7]([C:37]1[CH:38]=[N:39][CH:40]=[CH:41][CH:42]=1)[CH2:8][N:9]([CH2:17][C@H:18]1[CH2:27][CH2:26][C:25]2[C:20](=[CH:21][CH:22]=[C:23]([C:28]3[CH:33]=[CH:32][N:31]=[C:30]([C:34]([OH:36])=[O:35])[CH:29]=3)[CH:24]=2)[O:19]1)C(OC(C)(C)C)=O)(C)C.Cl, predict the reaction product. The product is: [OH:6][C@H:7]([C:37]1[CH:38]=[N:39][CH:40]=[CH:41][CH:42]=1)[CH2:8][NH:9][CH2:17][C@H:18]1[CH2:27][CH2:26][C:25]2[C:20](=[CH:21][CH:22]=[C:23]([C:28]3[CH:33]=[CH:32][N:31]=[C:30]([C:34]([OH:36])=[O:35])[CH:29]=3)[CH:24]=2)[O:19]1. (3) Given the reactants CO[CH:3](OC)[CH2:4][NH2:5].[N:8]([CH:11]1[CH2:16][CH2:15][N:14](C(OCC2C=CC=CC=2)=O)[CH2:13][CH2:12]1)=[C:9]=[O:10], predict the reaction product. The product is: [NH:14]1[CH2:13][CH2:12][CH:11]([N:8]2[CH:3]=[CH:4][NH:5][C:9]2=[O:10])[CH2:16][CH2:15]1.